This data is from Full USPTO retrosynthesis dataset with 1.9M reactions from patents (1976-2016). The task is: Predict the reactants needed to synthesize the given product. (1) Given the product [Br:1][C:2]1[CH:3]=[C:4]2[C:9]3[N:10]=[C:11]4[CH:16]=[CH:15][CH:14]=[CH:13][N:12]4[C:17]=3[CH2:18][O:19][C:5]2=[CH:6][CH:7]=1, predict the reactants needed to synthesize it. The reactants are: [Br:1][C:2]1[CH:7]=[CH:6][C:5](O)=[C:4]([C:9]2[N:10]=[C:11]3[CH:16]=[CH:15][CH:14]=[CH:13][N:12]3[C:17]=2[CH2:18][OH:19])[CH:3]=1.O. (2) Given the product [NH2:1][C:2]1[C:11]2[C:6](=[CH:7][CH:8]=[CH:9][CH:10]=2)[C:5]([CH2:12][CH2:13][C:14]([NH:33][CH2:32][CH2:31][CH2:30][CH2:29][O:28][C:22]2[CH:23]=[CH:24][CH:25]=[C:26]([OH:27])[C:21]=2[C:20]([O:19][CH3:18])=[O:34])=[O:16])=[CH:4][CH:3]=1, predict the reactants needed to synthesize it. The reactants are: [NH2:1][C:2]1[C:11]2[C:6](=[CH:7][CH:8]=[CH:9][CH:10]=2)[C:5]([CH2:12][CH2:13][C:14]([OH:16])=O)=[CH:4][CH:3]=1.Cl.[CH3:18][O:19][C:20](=[O:34])[C:21]1[C:26]([OH:27])=[CH:25][CH:24]=[CH:23][C:22]=1[O:28][CH2:29][CH2:30][CH2:31][CH2:32][NH2:33].F[B-](F)(F)F.N1(OC(=[N+](C)C)N(C)C)C2C=CC=CC=2N=N1.C(N(CC)C(C)C)(C)C. (3) Given the product [CH2:20]([NH:27][C:14]1[C:13]([C:11]([C:6]2[C:5]3[C:9](=[CH:10][C:2]([Cl:1])=[CH:3][CH:4]=3)[NH:8][N:7]=2)=[O:12])=[CH:18][CH:17]=[CH:16][N:15]=1)[C:21]1[CH:26]=[CH:25][CH:24]=[CH:23][CH:22]=1, predict the reactants needed to synthesize it. The reactants are: [Cl:1][C:2]1[CH:10]=[C:9]2[C:5]([C:6]([C:11]([C:13]3[C:14](Cl)=[N:15][CH:16]=[CH:17][CH:18]=3)=[O:12])=[N:7][NH:8]2)=[CH:4][CH:3]=1.[CH2:20]([NH2:27])[C:21]1[CH:26]=[CH:25][CH:24]=[CH:23][CH:22]=1. (4) The reactants are: C1C=C(Cl)C=C(C(OO)=[O:9])C=1.[CH:12]1([NH:15][C:16]([C:18]2[CH:19]=[C:20]([F:38])[C:21]([CH3:37])=[C:22]([C:24]3[N:29]=[CH:28][C:27]([C:30]([NH:32][C:33]([CH3:36])([CH3:35])[CH3:34])=[O:31])=[CH:26][CH:25]=3)[CH:23]=2)=[O:17])[CH2:14][CH2:13]1. Given the product [CH:12]1([NH:15][C:16]([C:18]2[CH:19]=[C:20]([F:38])[C:21]([CH3:37])=[C:22]([C:24]3[N+:29]([O-:9])=[CH:28][C:27]([C:30]([NH:32][C:33]([CH3:34])([CH3:35])[CH3:36])=[O:31])=[CH:26][CH:25]=3)[CH:23]=2)=[O:17])[CH2:14][CH2:13]1, predict the reactants needed to synthesize it. (5) Given the product [C:5]([O:8][CH2:9][C:10]([CH3:40])([CH3:39])[CH2:11][N:12]1[C:18]2[CH:19]=[CH:20][C:21]([Cl:23])=[CH:22][C:17]=2[C@@H:16]([C:24]2[CH:29]=[CH:28][CH:27]=[C:26]([O:30][CH3:31])[C:25]=2[O:32][CH3:33])[O:15][C@H:14]([CH2:34][C:35]([NH:41][C:42]2[CH:47]=[CH:46][C:45]([CH2:48][CH2:49][C:50]([O:52][CH2:53][CH3:54])=[O:51])=[CH:44][C:43]=2[O:55][CH3:56])=[O:36])[C:13]1=[O:38])(=[O:7])[CH3:6], predict the reactants needed to synthesize it. The reactants are: S(Cl)(Cl)=O.[C:5]([O:8][CH2:9][C:10]([CH3:40])([CH3:39])[CH2:11][N:12]1[C:18]2[CH:19]=[CH:20][C:21]([Cl:23])=[CH:22][C:17]=2[C@@H:16]([C:24]2[CH:29]=[CH:28][CH:27]=[C:26]([O:30][CH3:31])[C:25]=2[O:32][CH3:33])[O:15][C@H:14]([CH2:34][C:35](O)=[O:36])[C:13]1=[O:38])(=[O:7])[CH3:6].[NH2:41][C:42]1[CH:47]=[CH:46][C:45]([CH2:48][CH2:49][C:50]([O:52][CH2:53][CH3:54])=[O:51])=[CH:44][C:43]=1[O:55][CH3:56].CN(C1C=CC=CN=1)C. (6) The reactants are: CC1C(N=C=O)=CC([N:8]=C=O)=CC=1.CCCCO[C@H](CO)CC.[C:24]([O:28][CH2:29][CH2:30]O)(=[O:27])[CH:25]=[CH2:26].C([O-])(=O)CCCCCCCCCCC.C([O-])(=O)CCCCCCCCCCC.C([Sn+2]CCCC)CCC. Given the product [C:24]([OH:28])(=[O:27])[CH:25]=[CH2:26].[NH2:8][C:24]([O:28][CH2:29][CH3:30])=[O:27], predict the reactants needed to synthesize it. (7) Given the product [CH3:7][C:5]1[N:6]=[C:2]([CH:31]=[O:32])[S:3][C:4]=1[CH2:8][N:9]1[CH2:14][CH2:13][C:12]2([C:22]3[C:17](=[CH:18][CH:19]=[CH:20][CH:21]=3)[CH:16]=[CH:15]2)[CH2:11][CH2:10]1, predict the reactants needed to synthesize it. The reactants are: Br[C:2]1[S:3][C:4]([CH2:8][N:9]2[CH2:14][CH2:13][C:12]3([C:22]4[C:17](=[CH:18][CH:19]=[CH:20][CH:21]=4)[CH:16]=[CH:15]3)[CH2:11][CH2:10]2)=[C:5]([CH3:7])[N:6]=1.[Li]CCCC.CN([CH:31]=[O:32])C.[NH4+].[Cl-].